This data is from Reaction yield outcomes from USPTO patents with 853,638 reactions. The task is: Predict the reaction yield, written as a fraction of the theoretical maximum amount of product (1.0 means a 100% yield; for example, 0.34 means a 34% yield). (1) The reactants are [NH2:1][C:2]1[CH:27]=[CH:26][C:5]([O:6][C:7]2[CH:22]=[CH:21][C:10]([C:11]([NH:13][C:14]3[CH:19]=[CH:18][C:17]([Br:20])=[CH:16][CH:15]=3)=[O:12])=[CH:9][C:8]=2[N+:23]([O-:25])=[O:24])=[CH:4][CH:3]=1.N1C=CC=CC=1.Cl[C:35]([O:37][CH2:38][C:39]([Cl:42])([Cl:41])[Cl:40])=[O:36]. The catalyst is ClCCl. The product is [Cl:40][C:39]([Cl:42])([Cl:41])[CH2:38][O:37][C:35](=[O:36])[NH:1][C:2]1[CH:27]=[CH:26][C:5]([O:6][C:7]2[CH:22]=[CH:21][C:10]([C:11](=[O:12])[NH:13][C:14]3[CH:19]=[CH:18][C:17]([Br:20])=[CH:16][CH:15]=3)=[CH:9][C:8]=2[N+:23]([O-:25])=[O:24])=[CH:4][CH:3]=1. The yield is 1.00. (2) The reactants are [Br:1][C:2]1[CH:3]=[C:4]([NH:8][S:9]([C:12]2[CH:17]=[CH:16][C:15]([O:18]C)=[CH:14][C:13]=2[F:20])(=[O:11])=[O:10])[CH:5]=[N:6][CH:7]=1.B(Br)(Br)Br.CO. The catalyst is C(Cl)Cl. The product is [Br:1][C:2]1[CH:3]=[C:4]([NH:8][S:9]([C:12]2[CH:17]=[CH:16][C:15]([OH:18])=[CH:14][C:13]=2[F:20])(=[O:10])=[O:11])[CH:5]=[N:6][CH:7]=1. The yield is 0.620.